From a dataset of NCI-60 drug combinations with 297,098 pairs across 59 cell lines. Regression. Given two drug SMILES strings and cell line genomic features, predict the synergy score measuring deviation from expected non-interaction effect. (1) Drug 2: B(C(CC(C)C)NC(=O)C(CC1=CC=CC=C1)NC(=O)C2=NC=CN=C2)(O)O. Synergy scores: CSS=64.0, Synergy_ZIP=-1.85, Synergy_Bliss=-3.72, Synergy_Loewe=-5.57, Synergy_HSA=-3.95. Drug 1: CCC1=C2CN3C(=CC4=C(C3=O)COC(=O)C4(CC)O)C2=NC5=C1C=C(C=C5)O. Cell line: SR. (2) Drug 1: CC1OCC2C(O1)C(C(C(O2)OC3C4COC(=O)C4C(C5=CC6=C(C=C35)OCO6)C7=CC(=C(C(=C7)OC)O)OC)O)O. Drug 2: CN(CC1=CN=C2C(=N1)C(=NC(=N2)N)N)C3=CC=C(C=C3)C(=O)NC(CCC(=O)O)C(=O)O. Cell line: MOLT-4. Synergy scores: CSS=73.3, Synergy_ZIP=0.335, Synergy_Bliss=1.11, Synergy_Loewe=-3.99, Synergy_HSA=2.35. (3) Drug 1: C1C(C(OC1N2C=C(C(=O)NC2=O)F)CO)O. Drug 2: CC1=C(C(CCC1)(C)C)C=CC(=CC=CC(=CC(=O)O)C)C. Cell line: NCI-H522. Synergy scores: CSS=6.17, Synergy_ZIP=-3.83, Synergy_Bliss=-3.03, Synergy_Loewe=-13.3, Synergy_HSA=-3.57. (4) Drug 1: C#CCC(CC1=CN=C2C(=N1)C(=NC(=N2)N)N)C3=CC=C(C=C3)C(=O)NC(CCC(=O)O)C(=O)O. Drug 2: CC1C(C(CC(O1)OC2CC(CC3=C2C(=C4C(=C3O)C(=O)C5=C(C4=O)C(=CC=C5)OC)O)(C(=O)CO)O)N)O.Cl. Cell line: NCI-H226. Synergy scores: CSS=30.1, Synergy_ZIP=-4.26, Synergy_Bliss=-7.09, Synergy_Loewe=-6.98, Synergy_HSA=-5.33. (5) Drug 1: CS(=O)(=O)C1=CC(=C(C=C1)C(=O)NC2=CC(=C(C=C2)Cl)C3=CC=CC=N3)Cl. Drug 2: COC1=C2C(=CC3=C1OC=C3)C=CC(=O)O2. Cell line: UACC62. Synergy scores: CSS=1.29, Synergy_ZIP=-0.213, Synergy_Bliss=0.418, Synergy_Loewe=-0.397, Synergy_HSA=-0.711. (6) Drug 1: C1=C(C(=O)NC(=O)N1)F. Drug 2: C1=CC(=CC=C1CCCC(=O)O)N(CCCl)CCCl. Cell line: SF-539. Synergy scores: CSS=46.3, Synergy_ZIP=-14.4, Synergy_Bliss=-17.3, Synergy_Loewe=-13.6, Synergy_HSA=-10.3. (7) Drug 1: CC1OCC2C(O1)C(C(C(O2)OC3C4COC(=O)C4C(C5=CC6=C(C=C35)OCO6)C7=CC(=C(C(=C7)OC)O)OC)O)O. Drug 2: C1=CC(=CC=C1C#N)C(C2=CC=C(C=C2)C#N)N3C=NC=N3. Cell line: OVCAR-5. Synergy scores: CSS=13.6, Synergy_ZIP=-4.58, Synergy_Bliss=0.139, Synergy_Loewe=-4.25, Synergy_HSA=-0.0215. (8) Drug 1: CC1=C(C(CCC1)(C)C)C=CC(=CC=CC(=CC(=O)O)C)C. Drug 2: CCC1(C2=C(COC1=O)C(=O)N3CC4=CC5=C(C=CC(=C5CN(C)C)O)N=C4C3=C2)O.Cl. Cell line: K-562. Synergy scores: CSS=48.4, Synergy_ZIP=-0.475, Synergy_Bliss=-1.86, Synergy_Loewe=-26.8, Synergy_HSA=2.83. (9) Drug 2: C1CN(P(=O)(OC1)NCCCl)CCCl. Synergy scores: CSS=7.25, Synergy_ZIP=-2.34, Synergy_Bliss=2.82, Synergy_Loewe=-0.390, Synergy_HSA=2.94. Cell line: IGROV1. Drug 1: C1CCC(C1)C(CC#N)N2C=C(C=N2)C3=C4C=CNC4=NC=N3.